Dataset: Catalyst prediction with 721,799 reactions and 888 catalyst types from USPTO. Task: Predict which catalyst facilitates the given reaction. (1) Reactant: Br[C:2]1[CH:15]=[C:14]([N+:16]([O-:18])=[O:17])[CH:13]=[CH:12][C:3]=1[CH2:4][N:5]1[CH2:10][CH2:9][N:8]([CH3:11])[CH2:7][CH2:6]1.[CH:19]1(B(O)O)[CH2:21][CH2:20]1.[O-]P([O-])([O-])=O.[K+].[K+].[K+].C1(P(C2CCCCC2)C2CCCCC2)CCCCC1. Product: [CH:19]1([C:2]2[CH:15]=[C:14]([N+:16]([O-:18])=[O:17])[CH:13]=[CH:12][C:3]=2[CH2:4][N:5]2[CH2:10][CH2:9][N:8]([CH3:11])[CH2:7][CH2:6]2)[CH2:21][CH2:20]1. The catalyst class is: 498. (2) Reactant: [CH2:1]([O:3][C:4]1[CH:11]=[CH:10][C:7]([CH:8]=O)=[CH:6][C:5]=1[N+:12]([O-:14])=[O:13])[CH3:2].[C:15]([CH:20]=P(C1C=CC=CC=1)(C1C=CC=CC=1)C1C=CC=CC=1)([O:17][CH2:18][CH3:19])=[O:16].O1CCCC1. Product: [CH2:1]([O:3][C:4]1[CH:11]=[CH:10][C:7]([CH:8]=[CH:20][C:15]([O:17][CH2:18][CH3:19])=[O:16])=[CH:6][C:5]=1[N+:12]([O-:14])=[O:13])[CH3:2]. The catalyst class is: 13. (3) Reactant: C([O:3][C:4]([C:6]1[N:10]([C:11]([C:24]2[CH:29]=[CH:28][CH:27]=[CH:26][CH:25]=2)([C:18]2[CH:23]=[CH:22][CH:21]=[CH:20][CH:19]=2)[C:12]2[CH:17]=[CH:16][CH:15]=[CH:14][CH:13]=2)[N:9]=[C:8]([I:30])[N:7]=1)=O)C.[NH3:31].CO. Product: [I:30][C:8]1[N:7]=[C:6]([C:4]([NH2:31])=[O:3])[N:10]([C:11]([C:12]2[CH:17]=[CH:16][CH:15]=[CH:14][CH:13]=2)([C:18]2[CH:23]=[CH:22][CH:21]=[CH:20][CH:19]=2)[C:24]2[CH:29]=[CH:28][CH:27]=[CH:26][CH:25]=2)[N:9]=1. The catalyst class is: 14. (4) Reactant: [CH:1]1([C:4]([NH:9][S:10]([C:13]2[CH:18]=[CH:17][CH:16]=[CH:15][C:14]=2[N+:19]([O-:21])=[O:20])(=[O:12])=[O:11])(C)[C:5]([OH:7])=O)[CH2:3][CH2:2]1.[CH3:22][O:23][C:24](=[O:38])[C@@H:25]([NH2:37])[CH2:26][C:27]1[CH:36]=[CH:35][C:34]2[C:29](=[CH:30][CH:31]=[CH:32][CH:33]=2)[CH:28]=1.[CH3:39]N1CCOCC1.ON1C2C=CC=CC=2N=N1.CN(C)CCCN=C=NCC. Product: [CH3:22][O:23][C:24](=[O:38])[CH:25]([NH:37][C:5](=[O:7])[CH:4]([NH:9][S:10]([C:13]1[CH:18]=[CH:17][CH:16]=[CH:15][C:14]=1[N+:19]([O-:21])=[O:20])(=[O:11])=[O:12])[CH2:1][CH:3]1[CH2:2][CH2:39]1)[CH2:26][C:27]1[CH:36]=[CH:35][C:34]2[C:29](=[CH:30][CH:31]=[CH:32][CH:33]=2)[CH:28]=1. The catalyst class is: 3. (5) Reactant: [C:1]1([C:7]2[CH:12]=[C:11]([C:13]3[CH:18]=[CH:17][CH:16]=[CH:15][CH:14]=3)[CH:10]=[CH:9][C:8]=2[NH:19][C:20]2[CH:25]=[CH:24][CH:23]=[CH:22][C:21]=2[F:26])C=CC=CC=1.Br[C:28]1[C:41]2[C:42]3=[C:43]4[C:38](=[CH:39][CH:40]=2)[CH:37]=[CH:36][C:35](Br)=[C:34]4C=C[C:31]3=[CH:30][CH:29]=1.[C:54](P([C:54]([CH3:57])([CH3:56])[CH3:55])[C:54]([CH3:57])([CH3:56])[CH3:55])([CH3:57])([CH3:56])[CH3:55].[Na]. Product: [C:41]1([C:40]2[CH:39]=[C:38]([C:43]3[CH:1]=[CH:7][CH:8]=[CH:35][CH:34]=3)[CH:37]=[CH:36][C:57]=2[C:54]2[CH:55]=[C:17]3[C:18]4[C:13]5[C:11](=[CH:10][CH:9]=[C:8]([NH:19][C:20]6[CH:25]=[CH:24][CH:23]=[CH:22][C:21]=6[F:26])[C:14]=5[CH:15]=[CH:16]3)[CH:12]=[CH:7][C:1]=4[C:56]=2[NH:19][C:20]2[CH:25]=[CH:24][CH:23]=[CH:22][C:21]=2[F:26])[CH:42]=[CH:31][CH:30]=[CH:29][CH:28]=1. The catalyst class is: 101. (6) Reactant: Br[C:2]1[C:3]2[C:8]([C:9]([C:16]3[CH:25]=[CH:24][C:23]4[C:18](=[CH:19][CH:20]=[CH:21][CH:22]=4)[CH:17]=3)=[C:10]3[C:15]=1[CH:14]=[CH:13][CH:12]=[CH:11]3)=[CH:7][CH:6]=[CH:5][CH:4]=2.[CH3:26][C:27]1([CH3:61])[C:51]2[C:31]([CH:32]=[C:33]3[CH:50]=[C:49]4[C:36]([C:37]5[C:42]([C:43]6[C:48]4=[CH:47][CH:46]=[CH:45][CH:44]=6)=[CH:41][CH:40]=[CH:39][CH:38]=5)=[CH:35][C:34]3=2)=[CH:30][C:29](B2OC(C)(C)C(C)(C)O2)=[CH:28]1.C([O-])([O-])=O.[Na+].[Na+].CCO. Product: [CH3:61][C:27]1([CH3:26])[C:51]2[C:31]([CH:32]=[C:33]3[CH:50]=[C:49]4[C:36]([C:37]5[C:42]([C:43]6[C:48]4=[CH:47][CH:46]=[CH:45][CH:44]=6)=[CH:41][CH:40]=[CH:39][CH:38]=5)=[CH:35][C:34]3=2)=[CH:30][C:29]([C:2]2[C:3]3[C:8]([C:9]([C:16]4[CH:25]=[CH:24][C:23]5[C:18](=[CH:19][CH:20]=[CH:21][CH:22]=5)[CH:17]=4)=[C:10]4[C:15]=2[CH:14]=[CH:13][CH:12]=[CH:11]4)=[CH:7][CH:6]=[CH:5][CH:4]=3)=[CH:28]1. The catalyst class is: 206. (7) Reactant: [Br:1][C:2]1[C:3]([Cl:10])=[C:4]([Cl:9])[C:5]([NH2:8])=[N:6][CH:7]=1.C(CC(=O)C)(=O)C.O.[C:19]1(C)[CH:24]=[CH:23][C:22](S(O)(=O)=O)=[CH:21][CH:20]=1. Product: [Br:1][C:2]1[C:3]([Cl:10])=[C:4]([Cl:9])[C:5]([N:8]2[C:21]([CH3:22])=[CH:20][CH:19]=[C:24]2[CH3:23])=[N:6][CH:7]=1. The catalyst class is: 11.